From a dataset of Full USPTO retrosynthesis dataset with 1.9M reactions from patents (1976-2016). Predict the reactants needed to synthesize the given product. (1) Given the product [C:1]([O:5][C:6]([NH:8][C@@H:9]([CH2:14][C:15]1[CH:20]=[CH:19][C:18]([C:21]([F:23])([F:24])[CH3:22])=[CH:17][CH:16]=1)[C:10]([O:12][CH3:13])=[O:11])=[O:7])([CH3:4])([CH3:2])[CH3:3], predict the reactants needed to synthesize it. The reactants are: [C:1]([O:5][C:6]([NH:8]/[C:9](=[CH:14]\[C:15]1[CH:20]=[CH:19][C:18]([C:21]([F:24])([F:23])[CH3:22])=[CH:17][CH:16]=1)/[C:10]([O:12][CH3:13])=[O:11])=[O:7])([CH3:4])([CH3:3])[CH3:2]. (2) Given the product [CH3:1][C:2]1[CH:7]=[CH:6][C:5]([S:8]([NH:18][C:19]2[CH:24]=[CH:23][C:22]([N+:25]([O-:27])=[O:26])=[CH:21][N:20]=2)(=[O:10])=[O:9])=[CH:4][CH:3]=1, predict the reactants needed to synthesize it. The reactants are: [CH3:1][C:2]1[CH:7]=[CH:6][C:5]([S:8](Cl)(=[O:10])=[O:9])=[CH:4][CH:3]=1.N1C=CC=CC=1.[NH2:18][C:19]1[CH:24]=[CH:23][C:22]([N+:25]([O-:27])=[O:26])=[CH:21][N:20]=1. (3) Given the product [OH:41][N:40]=[C:22]1[C:23]2[C:14](=[CH:13][C:12]([S:9]([NH:8][C:4]3[CH:5]=[CH:6][CH:7]=[C:2]([OH:1])[CH:3]=3)(=[O:11])=[O:10])=[CH:25][CH:24]=2)[C:15](=[O:38])[C:16]2[CH:17]=[C:18]([S:27]([NH:30][C:31]3[CH:36]=[CH:35][CH:34]=[C:33]([OH:37])[CH:32]=3)(=[O:29])=[O:28])[CH:19]=[CH:20][C:21]1=2, predict the reactants needed to synthesize it. The reactants are: [OH:1][C:2]1[CH:3]=[C:4]([NH:8][S:9]([C:12]2[CH:25]=[CH:24][C:23]3[C:22](=O)[C:21]4[C:16](=[CH:17][C:18]([S:27]([NH:30][C:31]5[CH:36]=[CH:35][CH:34]=[C:33]([OH:37])[CH:32]=5)(=[O:29])=[O:28])=[CH:19][CH:20]=4)[C:15](=[O:38])[C:14]=3[CH:13]=2)(=[O:11])=[O:10])[CH:5]=[CH:6][CH:7]=1.Cl.[NH2:40][OH:41]. (4) Given the product [CH3:17][O:18][C:19](=[O:30])[C@H:20]([CH2:23][C:24]1[CH:29]=[CH:28][CH:27]=[CH:26][CH:25]=1)[N:21]([C:13](=[O:15])[CH2:12][N:10]([S:7]([C:4]1[CH:3]=[CH:2][C:1]([CH3:16])=[CH:6][CH:5]=1)(=[O:8])=[O:9])[CH3:11])[CH3:22], predict the reactants needed to synthesize it. The reactants are: [C:1]1([CH3:16])[CH:6]=[CH:5][C:4]([S:7]([N:10]([CH2:12][C:13]([OH:15])=O)[CH3:11])(=[O:9])=[O:8])=[CH:3][CH:2]=1.[CH3:17][O:18][C:19](=[O:30])[C@H:20]([CH2:23][C:24]1[CH:29]=[CH:28][CH:27]=[CH:26][CH:25]=1)[NH:21][CH3:22].